Dataset: Reaction yield outcomes from USPTO patents with 853,638 reactions. Task: Predict the reaction yield, written as a fraction of the theoretical maximum amount of product (1.0 means a 100% yield; for example, 0.34 means a 34% yield). (1) The reactants are [Cl:1][C:2]1[CH:7]=[CH:6][C:5]([CH:8]([C:21]2[CH:26]=[CH:25][C:24]([Cl:27])=[CH:23][CH:22]=2)[N:9]2[CH2:12][C@H:11]([NH:13]C(=O)C(F)(F)F)[C@H:10]2[CH3:20])=[CH:4][CH:3]=1.[OH-].[Na+]. The catalyst is C(O)C. The product is [Cl:1][C:2]1[CH:7]=[CH:6][C:5]([CH:8]([C:21]2[CH:22]=[CH:23][C:24]([Cl:27])=[CH:25][CH:26]=2)[N:9]2[CH2:12][C@H:11]([NH2:13])[C@H:10]2[CH3:20])=[CH:4][CH:3]=1. The yield is 0.910. (2) The reactants are COC1C=C(OC)C=CC=1C[NH:6][C:7]1[CH:16]=[N:15][C:14]2[C:9](=[CH:10][CH:11]=[C:12]([CH3:17])[CH:13]=2)[N:8]=1.[C:24]([OH:30])([C:26]([F:29])([F:28])[F:27])=[O:25]. The catalyst is C(Cl)Cl. The product is [F:27][C:26]([F:29])([F:28])[C:24]([OH:30])=[O:25].[CH3:17][C:12]1[CH:13]=[C:14]2[C:9](=[CH:10][CH:11]=1)[N:8]=[C:7]([NH2:6])[CH:16]=[N:15]2. The yield is 0.860. (3) The reactants are [CH3:1][O:2][C:3](=[O:24])[C:4]1[CH:9]=[CH:8][C:7]([CH2:10][NH:11][CH:12]=O)=[N:6][C:5]=1[NH:14][C:15]1[CH:20]=[CH:19][C:18]([S:21][CH3:22])=[CH:17][C:16]=1[F:23].P(Cl)(Cl)(Cl)=O. The catalyst is C1(C)C=CC=CC=1. The product is [CH3:1][O:2][C:3]([C:4]1[CH:9]=[CH:8][C:7]2[N:6]([CH:12]=[N:11][CH:10]=2)[C:5]=1[NH:14][C:15]1[CH:20]=[CH:19][C:18]([S:21][CH3:22])=[CH:17][C:16]=1[F:23])=[O:24]. The yield is 0.510. (4) The reactants are [C:1]([O:9][CH2:10][CH3:11])(=[O:8])[CH2:2][C:3]([O:5][CH2:6][CH3:7])=[O:4].[C:12](#[N:14])[CH3:13].[Sn](Cl)(Cl)(Cl)Cl. The catalyst is ClCCCl. The product is [NH2:14][C:12](=[C:2]([C:3]([O:5][CH2:6][CH3:7])=[O:4])[C:1]([O:9][CH2:10][CH3:11])=[O:8])[CH3:13]. The yield is 0.970. (5) The yield is 0.310. The catalyst is C1(C)C=CC=CC=1. The product is [CH2:1]([C:3]1[CH:9]=[CH:8][C:6]([NH:7][C:10](=[O:15])[CH2:11][C:12](=[O:13])[CH3:14])=[CH:5][CH:4]=1)[CH3:2]. The reactants are [CH2:1]([C:3]1[CH:9]=[CH:8][C:6]([NH2:7])=[CH:5][CH:4]=1)[CH3:2].[C:10](OC)(=[O:15])[CH2:11][C:12]([CH3:14])=[O:13].